The task is: Binary Classification. Given a miRNA mature sequence and a target amino acid sequence, predict their likelihood of interaction.. This data is from Experimentally validated miRNA-target interactions with 360,000+ pairs, plus equal number of negative samples. (1) The miRNA is hsa-miR-3138 with sequence UGUGGACAGUGAGGUAGAGGGAGU. The protein sequence of the target gene is MLDPSSSEEESDEILEEERGKDVLGSAASGARLSPSRTSEGSAGSAGMGGSGAGAGVGAGGGGGSGASSGGGAGGLQPSSRAGGGRPSSPSPSVVSEKEKEELERLQKEEEERKKRLQLYVFVMRCIAYPFNAKQPTDMARRQQKISKQQLQTVKDRFQAFLNGETQIVADEAFMNAVQSYYEVFLKSDRVARMVQSGGCSANDSREVFKKHIEKRVRSLPEIDGLSKETVLSSWMAKFDAIYRGEEDPRKQQARMTASAASELILSKEQLYEMFQNILGIKKFEHQLLYNACQLDNPDE.... Result: 0 (no interaction). (2) The miRNA is mmu-miR-7234-5p with sequence UUGUUUUCUCCAAAGACGUUUCU. The protein sequence of the target gene is MYLLPLPAAARVALRRLGVRGLWDRGLSTADMTKGLVLGIYAKDKDDDLPQFTSAGESFNKLVSGKLREMLNISGPPLKAGKTRTFYGLHQDFPSVVVVGLGKRSAGVDDQENWHEGKENIRAAVAAGCRQVQDLELPSVEVDPCGDAQAAAEGAVLGLYEYDDLKQKKKVAVSAKLHGSGDLEAWEKGVLFASGQNLARHLMESPANEMTPTRFAEIIEKNLKSASSKTKVHIRPKSWIEEQEMGSFLSVAKGSEEPPVFLEIHYMGSPNATEAPLVFVGKGITFDSGGISIKASANMD.... Result: 0 (no interaction). (3) The miRNA is hsa-miR-500b-3p with sequence GCACCCAGGCAAGGAUUCUG. The protein sequence of the target gene is MDSLASLVLCGVSLLLSGTVEGAMDLILINSLPLVSDAETSLTCIASGWRPHEPITIGRDFEALMNQHQDPLEVTQDVTREWAKKVVWKREKASKINGAYFCEGRVRGEAIRIRTMKMRQQASFLPATLTMTVDKGDNVNISFKKVLIKEEDAVIYKNGSFIHSVPRHEVPDILEVHLPHAQPQDAGVYSARYIGGNLFTSAFTRLIVRRCEAQKWGPECNHLCTACMNNGVCHEDTGECICPPGFMGRTCEKACELHTFGRTCKERCSGQEGCKSYVFCLPDPYGCSCATGWKGLQCNE.... Result: 0 (no interaction).